This data is from Full USPTO retrosynthesis dataset with 1.9M reactions from patents (1976-2016). The task is: Predict the reactants needed to synthesize the given product. The reactants are: Cl.[C:2]([C:6]1[CH:11]=[CH:10][C:9]([CH:12]2[C:16]3[C:17]([CH3:24])=[C:18]([NH2:23])[C:19]([CH3:22])=[C:20]([CH3:21])[C:15]=3[O:14][C:13]2([CH3:26])[CH3:25])=[CH:8][CH:7]=1)([CH3:5])([CH3:4])[CH3:3].[C:27]([CH2:31][C:32](Cl)=[O:33])([CH3:30])([CH3:29])[CH3:28].C(N(CC)CC)C.O. Given the product [C:2]([C:6]1[CH:11]=[CH:10][C:9]([CH:12]2[C:16]3[C:17]([CH3:24])=[C:18]([NH:23][C:32](=[O:33])[CH2:31][C:27]([CH3:30])([CH3:29])[CH3:28])[C:19]([CH3:22])=[C:20]([CH3:21])[C:15]=3[O:14][C:13]2([CH3:26])[CH3:25])=[CH:8][CH:7]=1)([CH3:5])([CH3:4])[CH3:3], predict the reactants needed to synthesize it.